Dataset: Reaction yield outcomes from USPTO patents with 853,638 reactions. Task: Predict the reaction yield, written as a fraction of the theoretical maximum amount of product (1.0 means a 100% yield; for example, 0.34 means a 34% yield). The reactants are [CH3:1][O:2][C:3](=[O:12])[CH2:4][C:5](=O)[CH:6](Br)[CH2:7][CH2:8][CH3:9].[F:13][C:14]([F:25])([F:24])[C:15]1[CH:23]=[CH:22][C:18]([C:19]([NH2:21])=[S:20])=[CH:17][CH:16]=1. The catalyst is C(O)C. The product is [CH3:1][O:2][C:3](=[O:12])[CH2:4][C:5]1[N:21]=[C:19]([C:18]2[CH:17]=[CH:16][C:15]([C:14]([F:24])([F:13])[F:25])=[CH:23][CH:22]=2)[S:20][C:6]=1[CH2:7][CH2:8][CH3:9]. The yield is 0.980.